Task: Predict which catalyst facilitates the given reaction.. Dataset: Catalyst prediction with 721,799 reactions and 888 catalyst types from USPTO (1) The catalyst class is: 84. Reactant: [H-].[Na+].CN(C=O)C.[OH:8][C:9]1[CH:10]=[C:11]([CH:14]=[CH:15][C:16]=1[OH:17])[CH:12]=[O:13].I[CH2:19][CH3:20]. Product: [CH2:19]([O:17][C:16]1[CH:15]=[CH:14][C:11]([CH:12]=[O:13])=[CH:10][C:9]=1[OH:8])[CH3:20]. (2) Reactant: C(OC(=O)NCC(O)[CH:10]([OH:36])[C:11]1[CH:12]=[C:13]2[C:18](=[CH:19][CH:20]=1)[N:17]=[CH:16][N:15]=[C:14]2[NH:21][C:22]1[CH:27]=[CH:26][C:25]([O:28][C:29]2[CH:34]=[CH:33][CH:32]=[CH:31][CH:30]=2)=[C:24]([CH3:35])[CH:23]=1)(C)(C)C. Product: [CH3:35][C:24]1[CH:23]=[C:22]([NH:21][C:14]2[C:13]3[C:18](=[CH:19][CH:20]=[C:11]([CH:10]=[O:36])[CH:12]=3)[N:17]=[CH:16][N:15]=2)[CH:27]=[CH:26][C:25]=1[O:28][C:29]1[CH:30]=[CH:31][CH:32]=[CH:33][CH:34]=1. The catalyst class is: 2. (3) Reactant: [CH2:1]([O:3][C:4](=[O:28])[C:5]([CH2:7][N:8]1[C:14](=[O:15])[CH2:13][CH2:12][N:11]([C:16](=[O:27])/[CH:17]=[CH:18]/[C:19]2[CH:24]=[CH:23][C:22]([Cl:25])=[C:21]([Cl:26])[CH:20]=2)[CH2:10][CH2:9]1)=[CH2:6])[CH3:2].[NH:29]1[CH2:34][CH2:33][CH2:32][CH2:31][CH2:30]1.C(=O)([O-])[O-].[Cs+].[Cs+]. Product: [CH2:1]([O:3][C:4](=[O:28])[CH:5]([CH2:6][N:29]1[CH2:34][CH2:33][CH2:32][CH2:31][CH2:30]1)[CH2:7][N:8]1[C:14](=[O:15])[CH2:13][CH2:12][N:11]([C:16](=[O:27])/[CH:17]=[CH:18]/[C:19]2[CH:24]=[CH:23][C:22]([Cl:25])=[C:21]([Cl:26])[CH:20]=2)[CH2:10][CH2:9]1)[CH3:2]. The catalyst class is: 10. (4) Reactant: CC(C)([O-])C.[K+].[NH2:7][C:8]1[C:15]([C:16]([F:19])([F:18])[F:17])=[CH:14][C:11]([CH:12]=O)=[CH:10][C:9]=1[Cl:20].[CH3:21][O:22][CH2:23][C:24]([O:26]C)=[O:25].[OH-].[Na+].Cl. Product: [NH2:7][C:8]1[C:15]([C:16]([F:19])([F:18])[F:17])=[CH:14][C:11](/[CH:12]=[C:23](\[O:22][CH3:21])/[C:24]([OH:26])=[O:25])=[CH:10][C:9]=1[Cl:20]. The catalyst class is: 20. (5) Reactant: [N:1]1([CH2:7][C:8]2[N:13]=[C:12]([NH:14][C:15]3[S:16][C:17]([C:23]4[N:24]=[N:25][N:26]([CH2:28][Si](C)(C)C)[CH:27]=4)=[CH:18][C:19]=3[C:20]([NH2:22])=[O:21])[CH:11]=[CH:10][CH:9]=2)[CH2:6][CH2:5][O:4][CH2:3][CH2:2]1.CCCC[N+](CCCC)(CCCC)CCCC.[F-]. Product: [CH3:28][N:26]1[CH:27]=[C:23]([C:17]2[S:16][C:15]([NH:14][C:12]3[CH:11]=[CH:10][CH:9]=[C:8]([CH2:7][N:1]4[CH2:2][CH2:3][O:4][CH2:5][CH2:6]4)[N:13]=3)=[C:19]([C:20]([NH2:22])=[O:21])[CH:18]=2)[N:24]=[N:25]1. The catalyst class is: 20. (6) Reactant: [CH2:1]([O:8][C@@H:9]1[C@@H:15]([O:16][CH2:17][C:18]2[CH:23]=[CH:22][CH:21]=[CH:20][CH:19]=2)[C@@H:14]([O:24][CH2:25][C:26]2[CH:31]=[CH:30][CH:29]=[CH:28][CH:27]=2)[C@@H:13]([CH2:32][O:33][CH2:34][C:35]2[CH:40]=[CH:39][CH:38]=[CH:37][CH:36]=2)[O:12][CH:10]1[OH:11])[C:2]1[CH:7]=[CH:6][CH:5]=[CH:4][CH:3]=1.[BH4-].[Na+]. Product: [CH2:1]([O:8][C@H:9]([C@H:15]([C@H:14]([C@@H:13]([CH2:32][O:33][CH2:34][C:35]1[CH:36]=[CH:37][CH:38]=[CH:39][CH:40]=1)[OH:12])[O:24][CH2:25][C:26]1[CH:27]=[CH:28][CH:29]=[CH:30][CH:31]=1)[O:16][CH2:17][C:18]1[CH:23]=[CH:22][CH:21]=[CH:20][CH:19]=1)[CH2:10][OH:11])[C:2]1[CH:3]=[CH:4][CH:5]=[CH:6][CH:7]=1. The catalyst class is: 8. (7) Reactant: [O:1]1[CH2:6][CH2:5][CH:4]([CH2:7][NH2:8])[CH2:3][CH2:2]1.[Cl:9][C:10]1[CH:15]=[CH:14][C:13]([S:16](Cl)(=[O:18])=[O:17])=[CH:12][CH:11]=1.C(=O)([O-])[O-].[K+].[K+].O. Product: [Cl:9][C:10]1[CH:15]=[CH:14][C:13]([S:16]([NH:8][CH2:7][CH:4]2[CH2:5][CH2:6][O:1][CH2:2][CH2:3]2)(=[O:18])=[O:17])=[CH:12][CH:11]=1. The catalyst class is: 1. (8) Reactant: [H-].[Na+].[F:3][C:4]1[CH:18]=[CH:17][CH:16]=[CH:15][C:5]=1[CH2:6][CH:7]1[CH2:12][CH2:11][CH:10]([CH2:13][OH:14])[CH2:9][CH2:8]1.[F:19][C:20]1[CH:27]=[CH:26][CH:25]=[C:24](F)[C:21]=1[C:22]#[N:23]. Product: [F:19][C:20]1[CH:27]=[CH:26][CH:25]=[C:24]([O:14][CH2:13][CH:10]2[CH2:9][CH2:8][CH:7]([CH2:6][C:5]3[CH:15]=[CH:16][CH:17]=[CH:18][C:4]=3[F:3])[CH2:12][CH2:11]2)[C:21]=1[C:22]#[N:23]. The catalyst class is: 9. (9) Reactant: [CH3:1][N:2]([CH3:30])[C:3]1([C:24]2[CH:29]=[CH:28][CH:27]=[CH:26][CH:25]=2)[CH2:8][CH2:7][C:6]([C:9]2[NH:10][C:11]3[C:16]([C:17]=2[CH2:18][CH2:19][CH2:20][C:21]([OH:23])=[O:22])=[CH:15][CH:14]=[CH:13][CH:12]=3)=[CH:5][CH2:4]1.[H][H]. The catalyst class is: 43. Product: [CH3:30][N:2]([CH3:1])[C:3]1([C:24]2[CH:29]=[CH:28][CH:27]=[CH:26][CH:25]=2)[CH2:8][CH2:7][CH:6]([C:9]2[NH:10][C:11]3[C:16]([C:17]=2[CH2:18][CH2:19][CH2:20][C:21]([OH:23])=[O:22])=[CH:15][CH:14]=[CH:13][CH:12]=3)[CH2:5][CH2:4]1.